From a dataset of Peptide-MHC class I binding affinity with 185,985 pairs from IEDB/IMGT. Regression. Given a peptide amino acid sequence and an MHC pseudo amino acid sequence, predict their binding affinity value. This is MHC class I binding data. (1) The peptide sequence is PPSLPSPSRL. The MHC is HLA-B53:01 with pseudo-sequence HLA-B53:01. The binding affinity (normalized) is 0. (2) The peptide sequence is SVMAIFYLR. The MHC is HLA-C04:01 with pseudo-sequence HLA-C04:01. The binding affinity (normalized) is 0.213. (3) The peptide sequence is APRELLQYI. The MHC is HLA-B57:01 with pseudo-sequence HLA-B57:01. The binding affinity (normalized) is 0.0847. (4) The peptide sequence is RSLFNTIATLY. The MHC is HLA-A26:03 with pseudo-sequence HLA-A26:03. The binding affinity (normalized) is 0.0847. (5) The peptide sequence is AFYWHFIFR. The MHC is HLA-B57:01 with pseudo-sequence HLA-B57:01. The binding affinity (normalized) is 0.0847.